Dataset: Full USPTO retrosynthesis dataset with 1.9M reactions from patents (1976-2016). Task: Predict the reactants needed to synthesize the given product. (1) Given the product [Cl:20][C:21]1[CH:22]=[C:23]2[C:28](=[CH:29][CH:30]=1)[CH:27]=[C:26]([S:31]([CH:34]([CH3:35])[CH2:38][N:13]1[C:12](=[O:17])[C:11]3([CH2:10][CH2:9][N:8]([C:6]4[CH:5]=[CH:4][N:3]=[C:2]([CH3:1])[CH:7]=4)[CH2:19][CH2:18]3)[NH:15][C:14]1=[O:16])(=[O:32])=[O:33])[CH:25]=[CH:24]2, predict the reactants needed to synthesize it. The reactants are: [CH3:1][C:2]1[CH:7]=[C:6]([N:8]2[CH2:19][CH2:18][C:11]3([NH:15][C:14](=[O:16])[NH:13][C:12]3=[O:17])[CH2:10][CH2:9]2)[CH:5]=[CH:4][N:3]=1.[Cl:20][C:21]1[CH:22]=[C:23]2[C:28](=[CH:29][CH:30]=1)[CH:27]=[C:26]([S:31]([CH2:34][CH2:35]CO)(=[O:33])=[O:32])[CH:25]=[CH:24]2.[C:38]1(P(C2C=CC=CC=2)C2C=CC=CC=2)C=CC=CC=1.N(C(OCC)=O)=NC(OCC)=O. (2) Given the product [N:1]1([CH2:10][CH2:11][C@H:12]2[NH:13][CH2:14][CH2:15][N:16]([C:18]([O:20][CH2:21][C:22]3[CH:27]=[CH:26][CH:25]=[CH:24][CH:23]=3)=[O:19])[CH2:17]2)[C:9]2[C:4](=[CH:5][CH:6]=[CH:7][CH:8]=2)[CH:3]=[N:2]1, predict the reactants needed to synthesize it. The reactants are: [N:1]1([CH2:10][CH2:11][C@@H:12]2[CH2:17][N:16]([C:18]([O:20][CH2:21][C:22]3[CH:27]=[CH:26][CH:25]=[CH:24][CH:23]=3)=[O:19])[CH2:15][CH2:14][N:13]2C(OC(C)(C)C)=O)[C:9]2[C:4](=[CH:5][CH:6]=[CH:7][CH:8]=2)[CH:3]=[N:2]1.C(O)(C(F)(F)F)=O. (3) Given the product [F:8][C:9]1[CH:27]=[CH:26][CH:25]=[CH:24][C:10]=1[CH2:11][N:12]1[C:20]2[C:15](=[CH:16][CH:17]=[CH:18][CH:19]=2)[C:14]([C:21](=[NH:22])[NH2:23])=[N:13]1, predict the reactants needed to synthesize it. The reactants are: C(=O)([O-])[O-].[Na+].[Na+].[Cl-].[F:8][C:9]1[CH:27]=[CH:26][CH:25]=[CH:24][C:10]=1[CH2:11][N:12]1[C:20]2[C:15](=[CH:16][CH:17]=[CH:18][CH:19]=2)[C:14]([C:21]([NH2:23])=[NH2+:22])=[N:13]1.[OH-].[Na+]. (4) Given the product [Br:21][C:3]1[N:4]2[N:5]=[C:6]([C:10]3[CH:11]=[C:12]([C:17]([F:18])([F:20])[F:19])[C:13]([NH2:16])=[N:14][CH:15]=3)[CH:7]=[CH:8][C:9]2=[N:1][CH:2]=1, predict the reactants needed to synthesize it. The reactants are: [N:1]1[CH:2]=[CH:3][N:4]2[C:9]=1[CH:8]=[CH:7][C:6]([C:10]1[CH:11]=[C:12]([C:17]([F:20])([F:19])[F:18])[C:13]([NH2:16])=[N:14][CH:15]=1)=[N:5]2.[Br:21]N1C(=O)CCC1=O.